From a dataset of NCI-60 drug combinations with 297,098 pairs across 59 cell lines. Regression. Given two drug SMILES strings and cell line genomic features, predict the synergy score measuring deviation from expected non-interaction effect. Drug 1: C1CN(CCN1C(=O)CCBr)C(=O)CCBr. Drug 2: C1CCC(C(C1)N)N.C(=O)(C(=O)[O-])[O-].[Pt+4]. Cell line: CCRF-CEM. Synergy scores: CSS=73.2, Synergy_ZIP=-0.705, Synergy_Bliss=-1.58, Synergy_Loewe=-0.700, Synergy_HSA=4.13.